This data is from Catalyst prediction with 721,799 reactions and 888 catalyst types from USPTO. The task is: Predict which catalyst facilitates the given reaction. (1) Product: [F:22][C:21]1[CH:20]=[C:19]([O:26][CH3:25])[CH:18]=[C:17]([F:24])[C:16]=1[N:9]1[C:8]([N:5]2[CH2:4][CH2:3][CH:2]([CH3:1])[CH2:7][CH2:6]2)=[C:12]([CH3:13])[N:11]=[C:10]1[S:14][CH3:15]. Reactant: [CH3:1][CH:2]1[CH2:7][CH2:6][N:5]([C:8]2[N:9]([C:16]3[C:21]([F:22])=[CH:20][C:19](F)=[CH:18][C:17]=3[F:24])[C:10]([S:14][CH3:15])=[N:11][C:12]=2[CH3:13])[CH2:4][CH2:3]1.[CH3:25][O-:26].[Na+].Cl. The catalyst class is: 5. (2) Reactant: [OH:1][NH:2][C:3](=[NH:34])[CH2:4][CH:5]1[CH2:10][CH2:9][CH:8]([C:11]2[CH:16]=[CH:15][C:14]([C:17]3[N:18]=[N:19][C:20]([NH:23][C:24]4[CH:25]=[N:26][C:27]([C:30]([F:33])([F:32])[F:31])=[CH:28][CH:29]=4)=[CH:21][CH:22]=3)=[CH:13][CH:12]=2)[CH2:7][CH2:6]1.N1C=CC=CC=1.Cl[C:42]([O:44][CH2:45][CH:46]([CH3:48])[CH3:47])=[O:43]. Product: [CH2:45]([O:44][C:42](=[O:43])[NH:34]/[C:3](=[N:2]\[OH:1])/[CH2:4][CH:5]1[CH2:10][CH2:9][CH:8]([C:11]2[CH:12]=[CH:13][C:14]([C:17]3[N:18]=[N:19][C:20]([NH:23][C:24]4[CH:25]=[N:26][C:27]([C:30]([F:33])([F:32])[F:31])=[CH:28][CH:29]=4)=[CH:21][CH:22]=3)=[CH:15][CH:16]=2)[CH2:7][CH2:6]1)[CH:46]([CH3:48])[CH3:47]. The catalyst class is: 3.